This data is from Drug-target binding data from BindingDB using IC50 measurements. The task is: Regression. Given a target protein amino acid sequence and a drug SMILES string, predict the binding affinity score between them. We predict pIC50 (pIC50 = -log10(IC50 in M); higher means more potent). Dataset: bindingdb_ic50. (1) The drug is Cc1oc(S(=O)(=O)N2CCCCC2)cc1N(C)C(=O)Nc1ccccc1. The pIC50 is 4.8. The target protein (Q06000) has sequence MESKALLLVALGVWLQSLTAFRGGVAAADGGRDFSDIESKFALRTPEDTAEDTCHLIPGLADSVSNCHFNHSSKTFVVIHGWTVTGMYESWVPKLVAALYKREPDSNVIVVDWLYRAQQHYPVSAGYTKLVGNDVARFINWLEEEFNYPLDNVHLLGYSLGAHAAGVAGSLTNKKVNRITGLDPAGPNFEYAEAPSRLSPDDADFVDVLHTFTRGSPGRSIGIQKPVGHVDIYPNGGTFQPGCNIGEAIRVIAEKGLGDVDQLVKCSHERSIHLFIDSLLNEENPSKAYRCNSKEAFEKGLCLSCRKNRCNNVGYEINKVRAKRSSKMYLKTRSQMPYKVFHYQVKIHFSGTENDKQNNQAFEISLYGTVAESENIPFTLPEVATNKTYSFLIYTEVDIGELLMMKLKWKNDSYFRWSDWWSSPSFVIEKIRVKAGETQKKVIFCAREKVSHLQKGKDAAVFVKCHDKSLKKSG. (2) The drug is Cc1c2c(O[C@H](C)[C@H]3CNC(=O)C3)cc(-c3cnn(CC(C)C)c3)cc2nn1C. The target protein sequence is PMDTEVYESPYADPEEIRPKEVYLDRKLLTLEDKELGSGNFGTVKKGYYQMKKVVKTVAVKILKNEANDPALKDELLAEANVMQQLDNPYIVRMIGICEAESWMLVMEMAELGPLNKYLQQNRHVKDKNIIELVHQVSMGMKYLEESNFVHRDLAARNVLLVTQHYAKISDFGLSKALRADENYYKAQTHGKWPVKWYAPECINYYKFSSKSDVWSFGVLMWEAFSYGQKPYRGMKGSEVTAMLEKGERMGCPAGCPREMYDLMNLCWTYDVENRPGFAAVELRLRNYYYDVVN. The pIC50 is 8.7. (3) The small molecule is CC(C)C(=O)NCc1ccc(Cl)c(-c2nc3cc(-c4ccc(C(F)(F)F)cc4)ncc3c(=O)[nH]2)c1. The target protein (A0SYQ0) has sequence MPPPVLALVSGQALPAFLLCSTLLVIKMYVVAVITGQVRLRKKAFANPEDALRHGGLQYCRSDQDVDRCLRAHRNDMETIYPFLFLGFVYSFLGPDPFIAQMHFLVFFLGRMVHTVAYLGKLRAPTRSLAYTVAQLPCASMALQIVWEAACHL. The pIC50 is 6.8. (4) The compound is Cc1ccc(S(=O)(=O)c2ccc(N)cc2)cc1. The target protein sequence is MDIIEESNKCKENNKGNIVVLNFGTTDKTNAVTILETALYLTEKYIGKIINTSYMYETVPEYVVLDKSDIPKNIIGEDDPYDVSSLNDLVKGLEKSKYENVFQGEENLVSQCEYERFLNNKDLFENKIKQISTEKYESETSNIIKENDEIMKINLEKHKNKYYTSYFYNLVVVFKCFIDDPLNLLVILKYIEHLMKRKNSKEVEKFENRLIDIDILFFNNYTIFEKNINLTKNDLYTIMCKYINIEYDNSSSDNCNKLSRNIEEIKDNIKFLSIPHVYTKHRYSILLCLNDIMPNYKHNALKETINKLHEEFITSFSKLYNTCIKKYNKRLYVLKNEVLCLKEKTNIVGILNTNYNSFSDGGLFVKPNIAVHRMFQMIKEGVDIIDIGGESSAPFVSHNPEIKERDLVIPVLELFEQEWNKMLQIRENGMEKQKDKLNQNDLSLQKKTSTIYKPPISIDTMNYDLFKECVDKNLVDILNDISACTNDPKIIKLLKKKN. The pIC50 is 4.3. (5) The drug is Cc1cn(-c2cc(C(=O)Nc3cccc(Nc4ccc5c(c4)NC(=O)/C5=C\c4ccc[nH]4)c3)cc(C(F)(F)F)c2)cn1. The target protein (P43404) has sequence MPDPAAHLPFFYGSISRAEAEEHLKLAGMADGLFLLRQCLRSLGGYVLSLVHDVRFHHFPIERQLNGTYAIAGGKAHCGPAELCQFYSQDPDGLPCNLRKPCNRPPGLEPQPGVFDCLRDAMVRDYVRQTWKLEGDALEQAIISQAPQVEKLIATTAHERMPWYHSSLTREEAERKLYSGQQTDGKFLLRPRKEQGTYALSLVYGKTVYHYLISQDKAGKYCIPEGTKFDTLWQLVEYLKLKADGLIYRLKEVCPNSSASAAVAAPTLPAHPSTFTQPQRRVDTLNSDGYTPEPARLASSTDKPRPMPMDTSVYESPYSDPEELKDKKLFLKRENLLVADIELGCGNFGSVRQGVYRMRKKQIDVAIKVLKQGTEKADKDEMMREAQIMHQLDNPYIVRLIGVCQAEALMLVMEMAGGGPLHKFLLGKKEEIPVSNVAELLHQVAMGMKYLEEKNFVHRDLAARNVLLVNRHYAKISDFGLSKALGADDSYYTARSAGKW.... The pIC50 is 5.0.